Dataset: Catalyst prediction with 721,799 reactions and 888 catalyst types from USPTO. Task: Predict which catalyst facilitates the given reaction. (1) Reactant: CB1N2CCC[C@@H]2C(C2C=CC=CC=2)(C2C=CC=CC=2)O1.B.C1COCC1.[N:28]([CH2:31][C:32]([C:34]1[CH:45]=[CH:44][C:37]2[O:38][C:39]([CH3:43])([CH3:42])[O:40][CH2:41][C:36]=2[CH:35]=1)=[O:33])=[N+:29]=[N-:30].Cl. Product: [N:28]([CH2:31][C@@H:32]([C:34]1[CH:45]=[CH:44][C:37]2[O:38][C:39]([CH3:43])([CH3:42])[O:40][CH2:41][C:36]=2[CH:35]=1)[OH:33])=[N+:29]=[N-:30]. The catalyst class is: 247. (2) Product: [Br:8][C:9]1[CH:14]=[CH:13][C:12]([C:23]2[CH:24]=[CH:25][C:20]([Si:19]([CH3:30])([CH3:29])[CH3:18])=[CH:21][CH:22]=2)=[C:11]([CH2:16][CH3:17])[CH:10]=1. The catalyst class is: 206. Reactant: C(=O)([O-])[O-].[K+].[K+].O.[Br:8][C:9]1[CH:14]=[CH:13][C:12](I)=[C:11]([CH2:16][CH3:17])[CH:10]=1.[CH3:18][Si:19]([CH3:30])([CH3:29])[C:20]1[CH:25]=[CH:24][C:23](B(O)O)=[CH:22][CH:21]=1. (3) Reactant: [H-].[Na+].[N:3]1([C:9]2[N:10]=[C:11]([CH2:16][C:17]([O:19][CH2:20][CH3:21])=[O:18])[NH:12][C:13](=[O:15])[CH:14]=2)[CH2:8][CH2:7][O:6][CH2:5][CH2:4]1.[C:22](O[C:22]([O:24][C:25]([CH3:28])([CH3:27])[CH3:26])=[O:23])([O:24][C:25]([CH3:28])([CH3:27])[CH3:26])=[O:23]. Product: [CH3:26][C:25]([O:24][C:22]([O:15][C:13]1[CH:14]=[C:9]([N:3]2[CH2:4][CH2:5][O:6][CH2:7][CH2:8]2)[N:10]=[C:11]([CH2:16][C:17]([O:19][CH2:20][CH3:21])=[O:18])[N:12]=1)=[O:23])([CH3:28])[CH3:27]. The catalyst class is: 9. (4) Reactant: [C:1]([O:5][C:6](=[O:31])[NH:7][CH2:8][CH2:9][CH:10]([NH2:30])[C:11]1[N:20]([CH2:21][C:22]2[CH:27]=[CH:26][CH:25]=[CH:24][CH:23]=2)[C:19](=[O:28])[C:18]2[C:13](=[CH:14][C:15]([Cl:29])=[CH:16][CH:17]=2)[N:12]=1)([CH3:4])([CH3:3])[CH3:2].CCN(C(C)C)C(C)C.[C:41]1([CH3:49])[CH:46]=[CH:45][C:44]([CH:47]=O)=[CH:43][CH:42]=1.C(O[BH-](OC(=O)C)OC(=O)C)(=O)C.[Na+]. Product: [C:1]([O:5][C:6](=[O:31])[NH:7][CH2:8][CH2:9][CH:10]([C:11]1[N:20]([CH2:21][C:22]2[CH:23]=[CH:24][CH:25]=[CH:26][CH:27]=2)[C:19](=[O:28])[C:18]2[C:13](=[CH:14][C:15]([Cl:29])=[CH:16][CH:17]=2)[N:12]=1)[NH:30][CH2:49][C:41]1[CH:46]=[CH:45][C:44]([CH3:47])=[CH:43][CH:42]=1)([CH3:4])([CH3:2])[CH3:3]. The catalyst class is: 2. (5) Product: [F:1][C:2]1[CH:7]=[CH:6][C:5]([CH2:8][CH2:9][CH2:10][N:12]2[CH2:13][CH:14]3[CH:16]([C:15]3([C:19]3[CH:20]=[C:21]([NH:25][S:26]([CH3:29])(=[O:27])=[O:28])[CH:22]=[CH:23][CH:24]=3)[CH3:18])[CH2:17]2)=[CH:4][CH:3]=1. The catalyst class is: 54. Reactant: [F:1][C:2]1[CH:7]=[CH:6][C:5]([CH2:8][CH2:9][C:10]([N:12]2[CH2:17][CH:16]3[CH:14]([C:15]3([C:19]3[CH:20]=[C:21]([NH:25][S:26]([CH3:29])(=[O:28])=[O:27])[CH:22]=[CH:23][CH:24]=3)[CH3:18])[CH2:13]2)=O)=[CH:4][CH:3]=1.[H-].[Al+3].[Li+].[H-].[H-].[H-].O.C(=O)([O-])O.[Na+]. (6) Reactant: OCC=C(CCC=C(CCC=C(C)C)C)C.N1C=CN=C1.CN(C)C=O.[Si:27]([Cl:44])([C:40]([CH3:43])([CH3:42])[CH3:41])(C1C=CC=CC=1)[C:28]1[CH:33]=[CH:32][CH:31]=[CH:30][CH:29]=1. Product: [C:40]([SiH:27]([C:28]1[CH:33]=[CH:32][CH:31]=[CH:30][CH:29]=1)[Cl:44])([CH3:43])([CH3:41])[CH3:42]. The catalyst class is: 4. (7) Reactant: [Br:1][C:2]1[CH:3]=[C:4]2[C:8](=[CH:9][CH:10]=1)[NH:7][N:6]=[CH:5]2.[C:11](=O)([O-])[O-].[Cs+].[Cs+].IC. Product: [Br:1][C:2]1[CH:3]=[C:4]2[C:8](=[CH:9][CH:10]=1)[N:7]([CH3:11])[N:6]=[CH:5]2. The catalyst class is: 9.